This data is from Peptide-MHC class II binding affinity with 134,281 pairs from IEDB. The task is: Regression. Given a peptide amino acid sequence and an MHC pseudo amino acid sequence, predict their binding affinity value. This is MHC class II binding data. (1) The peptide sequence is RPAPGGKAYMDVISR. The MHC is HLA-DQA10103-DQB10603 with pseudo-sequence HLA-DQA10103-DQB10603. The binding affinity (normalized) is 0.177. (2) The binding affinity (normalized) is 0.127. The peptide sequence is SNKAFAEGLSGEPKG. The MHC is DRB4_0101 with pseudo-sequence DRB4_0103. (3) The peptide sequence is LQSLGADIASEQAVL. The MHC is HLA-DPA10103-DPB10401 with pseudo-sequence HLA-DPA10103-DPB10401. The binding affinity (normalized) is 0.0976. (4) The peptide sequence is LAWLVQASANSAAMA. The MHC is HLA-DQA10201-DQB10202 with pseudo-sequence HLA-DQA10201-DQB10202. The binding affinity (normalized) is 0.328. (5) The MHC is HLA-DQA10501-DQB10201 with pseudo-sequence HLA-DQA10501-DQB10201. The binding affinity (normalized) is 0.348. The peptide sequence is PGKYTAYEGQRVVFI. (6) The peptide sequence is GAYFVSSGKYEGGNI. The MHC is HLA-DPA10201-DPB10101 with pseudo-sequence HLA-DPA10201-DPB10101. The binding affinity (normalized) is 0.365. (7) The binding affinity (normalized) is 0.207. The peptide sequence is RVWEQIFSTWLLKPG. The MHC is DRB1_0802 with pseudo-sequence DRB1_0802. (8) The peptide sequence is SQDLELSTNLNGLQAY. The MHC is HLA-DQA10101-DQB10501 with pseudo-sequence HLA-DQA10101-DQB10501. The binding affinity (normalized) is 0. (9) The peptide sequence is YESYKFIPALEAA. The MHC is HLA-DQA10101-DQB10501 with pseudo-sequence HLA-DQA10101-DQB10501. The binding affinity (normalized) is 0.387. (10) The peptide sequence is TLWQRPIVTIKIGGQLREAL. The MHC is HLA-DPA10103-DPB10401 with pseudo-sequence HLA-DPA10103-DPB10401. The binding affinity (normalized) is 0.210.